From a dataset of Peptide-MHC class II binding affinity with 134,281 pairs from IEDB. Regression. Given a peptide amino acid sequence and an MHC pseudo amino acid sequence, predict their binding affinity value. This is MHC class II binding data. (1) The peptide sequence is SQDLELSWNVNGLQAY. The binding affinity (normalized) is 0.647. The MHC is DRB1_1302 with pseudo-sequence DRB1_1302. (2) The peptide sequence is YDKFLGNVSTVLTGK. The MHC is DRB1_1302 with pseudo-sequence DRB1_1302. The binding affinity (normalized) is 0.770. (3) The peptide sequence is LQIIDKIDAAFKVAA. The MHC is HLA-DPA10201-DPB10101 with pseudo-sequence HLA-DPA10201-DPB10101. The binding affinity (normalized) is 0.375. (4) The peptide sequence is AAATAGTTVYGAIAA. The MHC is HLA-DQA10401-DQB10402 with pseudo-sequence HLA-DQA10401-DQB10402. The binding affinity (normalized) is 0.415. (5) The peptide sequence is VHAQTVEDEARRMWA. The MHC is DRB1_0301 with pseudo-sequence DRB1_0301. The binding affinity (normalized) is 0.487.